From a dataset of Reaction yield outcomes from USPTO patents with 853,638 reactions. Predict the reaction yield, written as a fraction of the theoretical maximum amount of product (1.0 means a 100% yield; for example, 0.34 means a 34% yield). The product is [CH3:17][C:18]1[CH:19]=[C:20]([NH:24][C:25]2[S:26][C:3]([C:4]([O:6][CH2:7][CH3:8])=[O:5])=[C:9]([C:10]3[CH:15]=[CH:14][N:13]=[CH:12][CH:11]=3)[N:27]=2)[CH:21]=[CH:22][CH:23]=1. The catalyst is CCO. The yield is 0.510. The reactants are Br.Br[CH:3]([C:9](=O)[C:10]1[CH:15]=[CH:14][N:13]=[CH:12][CH:11]=1)[C:4]([O:6][CH2:7][CH3:8])=[O:5].[CH3:17][C:18]1[CH:19]=[C:20]([NH:24][C:25]([NH2:27])=[S:26])[CH:21]=[CH:22][CH:23]=1.